This data is from Forward reaction prediction with 1.9M reactions from USPTO patents (1976-2016). The task is: Predict the product of the given reaction. (1) Given the reactants [Br:1][C:2]1[CH:3]=[N:4][CH:5]=[C:6]([CH:10]=1)[C:7]([OH:9])=O.[CH:11]1([N:15]2[CH2:21][CH2:20][C:19]3[CH:22]=[CH:23][C:24]([NH2:26])=[CH:25][C:18]=3[CH2:17][CH2:16]2)[CH2:14][CH2:13][CH2:12]1, predict the reaction product. The product is: [Br:1][C:2]1[CH:10]=[C:6]([C:7]([NH:26][C:24]2[CH:23]=[CH:22][C:19]3[CH2:20][CH2:21][N:15]([CH:11]4[CH2:12][CH2:13][CH2:14]4)[CH2:16][CH2:17][C:18]=3[CH:25]=2)=[O:9])[CH:5]=[N:4][CH:3]=1. (2) Given the reactants Br[C:2]1[CH:3]=[C:4]2[C:9](=[CH:10][CH:11]=1)[C:8](=[O:12])[NH:7][N:6]=[C:5]2[Cl:13].[C:14]([O:18][C:19]([N:21]1[CH2:26][CH2:25][N:24]([C:27]2[CH:32]=[CH:31][CH:30]=[CH:29][C:28]=2[CH2:33][NH2:34])[CH2:23][CH2:22]1)=[O:20])([CH3:17])([CH3:16])[CH3:15].C1C=CC(P(C2C(C3C(P(C4C=CC=CC=4)C4C=CC=CC=4)=CC=C4C=3C=CC=C4)=C3C(C=CC=C3)=CC=2)C2C=CC=CC=2)=CC=1.CC([O-])(C)C.[Na+], predict the reaction product. The product is: [C:14]([O:18][C:19]([N:21]1[CH2:22][CH2:23][N:24]([C:27]2[CH:32]=[CH:31][CH:30]=[CH:29][C:28]=2[CH2:33][NH:34][C:2]2[CH:3]=[C:4]3[C:9](=[CH:10][CH:11]=2)[C:8](=[O:12])[NH:7][N:6]=[C:5]3[Cl:13])[CH2:25][CH2:26]1)=[O:20])([CH3:17])([CH3:15])[CH3:16].